Predict the product of the given reaction. From a dataset of Forward reaction prediction with 1.9M reactions from USPTO patents (1976-2016). Given the reactants Br[Mg][C:3]1[CH:8]=[CH:7][C:6]([Cl:9])=[CH:5][CH:4]=1.[CH3:10][N:11]1[CH2:16][CH2:15][CH:14]=[C:13]([C:17]([O:19][CH3:20])=[O:18])[CH2:12]1, predict the reaction product. The product is: [Cl:9][C:6]1[CH:7]=[CH:8][C:3]([CH:14]2[CH2:15][CH2:16][N:11]([CH3:10])[CH2:12][CH:13]2[C:17]([O:19][CH3:20])=[O:18])=[CH:4][CH:5]=1.